From a dataset of CYP3A4 substrate classification data from Carbon-Mangels et al.. Regression/Classification. Given a drug SMILES string, predict its absorption, distribution, metabolism, or excretion properties. Task type varies by dataset: regression for continuous measurements (e.g., permeability, clearance, half-life) or binary classification for categorical outcomes (e.g., BBB penetration, CYP inhibition). Dataset: cyp3a4_substrate_carbonmangels. The molecule is CCC[C@@](C)(COC(N)=O)COC(=O)NC(C)C. The result is 0 (non-substrate).